Dataset: Full USPTO retrosynthesis dataset with 1.9M reactions from patents (1976-2016). Task: Predict the reactants needed to synthesize the given product. (1) The reactants are: Br[C:2]1[N:3]([CH:25]2[CH2:30][CH2:29][CH2:28][CH2:27][O:26]2)[C:4]2[C:9]([N:10]=1)=[C:8]([N:11]1[CH2:16][CH2:15][O:14][CH2:13][C@H:12]1[CH3:17])[N:7]=[C:6]([N:18]1[CH2:23][CH2:22][O:21][CH2:20][C@H:19]1[CH3:24])[N:5]=2.C([Sn](CCCC)(CCCC)[C:36]1[CH:41]=[CH:40][CH:39]=[CH:38][N:37]=1)CCC. Given the product [CH3:24][C@@H:19]1[CH2:20][O:21][CH2:22][CH2:23][N:18]1[C:6]1[N:5]=[C:4]2[C:9]([N:10]=[C:2]([C:36]3[CH:41]=[CH:40][CH:39]=[CH:38][N:37]=3)[N:3]2[CH:25]2[CH2:30][CH2:29][CH2:28][CH2:27][O:26]2)=[C:8]([N:11]2[CH2:16][CH2:15][O:14][CH2:13][C@H:12]2[CH3:17])[N:7]=1, predict the reactants needed to synthesize it. (2) The reactants are: [CH3:1][C:2]1([C:5]([OH:7])=O)[CH2:4][CH2:3]1.[CH:8]1([C:11]2[C:12]([O:21][CH2:22][CH:23]3[CH2:25][CH2:24]3)=[CH:13][C:14]([C:17](=[N:19]O)[NH2:18])=[N:15][CH:16]=2)[CH2:10][CH2:9]1. Given the product [CH:8]1([C:11]2[C:12]([O:21][CH2:22][CH:23]3[CH2:25][CH2:24]3)=[CH:13][C:14]([C:17]3[N:19]=[C:5]([C:2]4([CH3:1])[CH2:4][CH2:3]4)[O:7][N:18]=3)=[N:15][CH:16]=2)[CH2:10][CH2:9]1, predict the reactants needed to synthesize it. (3) Given the product [CH3:78][N:79]1[C@@H:96]2[CH2:97][C:84]3=[CH:85][CH:86]=[C:87]([OH:99])[C:88]4[O:89][C@H:90]5[C:91]([CH2:93][CH2:94][C@:95]2([OH:98])[C@:82]5([C:83]=43)[CH2:81][CH2:80]1)=[O:92], predict the reactants needed to synthesize it. The reactants are: CC(C(OC[C@H]1O[C@](O[C@H]2O[C@H](COC(C)=O)[C@@H](OC(C(C)C)=O)[C@H](OC(C(C)C)=O)[C@H]2OC(C(C)C)=O)(COC(C)=O)[C@@H](OC(C(C)C)=O)[C@@H]1OC(C(C)C)=O)=O)C.CC(=O)OCC(COC(=O)C)OC(=O)C.[Si](=O)=O.[CH3:78][N:79]1[C@@H:96]2[CH2:97][C:84]3=[CH:85][CH:86]=[C:87]([OH:99])[C:88]4[O:89][C@H:90]5[C:91]([CH2:93][CH2:94][C@:95]2([OH:98])[C@:82]5([C:83]=43)[CH2:81][CH2:80]1)=[O:92].Cl. (4) Given the product [CH2:30]([C:16]1[N:17]=[C:18]([C:20]2[CH:21]=[CH:22][C:23]([C:26]([F:29])([F:28])[F:27])=[CH:24][CH:25]=2)[S:19][C:15]=1[CH2:14][O:13][C:10]1[CH:11]=[CH:12][C:7]([O:6][CH2:5][C:4]([OH:33])=[O:3])=[CH:8][C:9]=1[CH3:32])[CH3:31], predict the reactants needed to synthesize it. The reactants are: C([O:3][C:4](=[O:33])[CH2:5][O:6][C:7]1[CH:12]=[CH:11][C:10]([O:13][CH2:14][C:15]2[S:19][C:18]([C:20]3[CH:25]=[CH:24][C:23]([C:26]([F:29])([F:28])[F:27])=[CH:22][CH:21]=3)=[N:17][C:16]=2[CH2:30][CH3:31])=[C:9]([CH3:32])[CH:8]=1)C.C(OC(=O)COC1C=CC(OCC2SC(C3C=CC(C(F)(F)F)=CC=3)=NC=2CC)=C(Br)C=1)C.CB(O)O.[F-].[Cs+]. (5) Given the product [NH2:4][C@:5]1([C:22]([OH:23])=[O:42])[C@@H:9]([CH2:10][CH2:11][CH2:12][B:13]([OH:14])[OH:17])[CH2:8][N:7]([CH:37]2[CH2:38][CH2:39][CH:34]([C:29]([OH:31])=[O:30])[CH2:35][CH2:36]2)[CH2:6]1, predict the reactants needed to synthesize it. The reactants are: C([NH:4][C@:5]1([C:22](NC(C)(C)C)=[O:23])[C@@H:9]([CH2:10][CH2:11][CH2:12][B:13]2[O:17]C(C)(C)C(C)(C)[O:14]2)[CH2:8][NH:7][CH2:6]1)(=O)C.[C:29]([CH:34]1[CH2:39][CH2:38][C:37](=O)[CH2:36][CH2:35]1)([O:31]CC)=[O:30].S([O-])([O-])(=O)=[O:42].[Na+].[Na+].C(O)(=O)C.C(O[BH-](OC(=O)C)OC(=O)C)(=O)C.[Na+].C(=O)([O-])[O-].[Na+].[Na+]. (6) Given the product [CH2:1]([NH:8][C:9](=[O:24])[NH:10][CH:11]([CH2:17][C:18]1[CH:23]=[CH:22][CH:21]=[CH:20][CH:19]=1)[C:12]([OH:14])=[O:13])[C:2]1[CH:3]=[CH:4][CH:5]=[CH:6][CH:7]=1, predict the reactants needed to synthesize it. The reactants are: [CH2:1]([NH:8][C:9](=[O:24])[NH:10][CH:11]([CH2:17][C:18]1[CH:23]=[CH:22][CH:21]=[CH:20][CH:19]=1)[C:12]([O:14]CC)=[O:13])[C:2]1[CH:7]=[CH:6][CH:5]=[CH:4][CH:3]=1.[OH-].[Li+]. (7) The reactants are: [Cl:1][C:2]1[CH:7]=[CH:6][CH:5]=[C:4]([C:8]([F:11])([F:10])[F:9])[C:3]=1[C:12]1[CH:17]=[CH:16][N:15]=[CH:14][CH:13]=1.ClC1C=CC=C(C(OO)=[O:26])C=1.S([O-])([O-])=O.[Na+].[Na+]. Given the product [Cl:1][C:2]1[CH:7]=[CH:6][CH:5]=[C:4]([C:8]([F:9])([F:10])[F:11])[C:3]=1[C:12]1[CH:17]=[CH:16][N+:15]([O-:26])=[CH:14][CH:13]=1, predict the reactants needed to synthesize it. (8) Given the product [Cl:1][C:2]1[CH:27]=[C:26]2[C:5]([C:6](=[O:7])[NH:8][C:9]([N:10]3[CH:14]=[C:13]([C:15]([O:17][CH2:18][CH3:19])=[O:16])[CH:12]=[N:11]3)=[N:20]2)=[CH:4][C:3]=1[N:28]1[CH2:37][CH2:36][C:35]2[C:30](=[CH:31][CH:32]=[CH:33][CH:34]=2)[CH2:29]1, predict the reactants needed to synthesize it. The reactants are: [Cl:1][C:2]1[CH:27]=[CH:26][C:5]([C:6]([NH:8][C:9](=[N:20]C(OCC)=O)[N:10]2[CH:14]=[C:13]([C:15]([O:17][CH2:18][CH3:19])=[O:16])[CH:12]=[N:11]2)=[O:7])=[CH:4][C:3]=1[N:28]1[CH2:37][CH2:36][C:35]2[C:30](=[CH:31][CH:32]=[CH:33][CH:34]=2)[CH2:29]1.Cl[Si](C)(C)C. (9) The reactants are: [ClH:1].[CH3:2][C:3]1[CH:8]=[CH:7][C:6]([S:9]([N:12]2[CH2:16][CH2:15][CH2:14][CH2:13]2)(=[O:11])=[O:10])=[CH:5][C:4]=1[C:17]1[CH:22]=[CH:21][CH:20]=[C:19]([CH2:23][C@H:24]([NH:38][C:39]([C@H:41]2[CH2:46][CH2:45][C@H:44]([CH2:47][NH:48]C(=O)OC(C)(C)C)[CH2:43][CH2:42]2)=[O:40])[C:25](=[O:37])[NH:26][C:27]2[CH:35]=[C:34]3[C:30]([C:31](=[O:36])[NH:32][NH:33]3)=[CH:29][CH:28]=2)[CH:18]=1. Given the product [ClH:1].[NH2:48][CH2:47][C@H:44]1[CH2:43][CH2:42][C@H:41]([C:39]([NH:38][C@@H:24]([CH2:23][C:19]2[CH:18]=[C:17]([C:4]3[CH:5]=[C:6]([S:9]([N:12]4[CH2:16][CH2:15][CH2:14][CH2:13]4)(=[O:10])=[O:11])[CH:7]=[CH:8][C:3]=3[CH3:2])[CH:22]=[CH:21][CH:20]=2)[C:25](=[O:37])[NH:26][C:27]2[CH:35]=[C:34]3[C:30]([C:31](=[O:36])[NH:32][NH:33]3)=[CH:29][CH:28]=2)=[O:40])[CH2:46][CH2:45]1, predict the reactants needed to synthesize it.